This data is from NCI-60 drug combinations with 297,098 pairs across 59 cell lines. The task is: Regression. Given two drug SMILES strings and cell line genomic features, predict the synergy score measuring deviation from expected non-interaction effect. (1) Drug 1: CN1CCC(CC1)COC2=C(C=C3C(=C2)N=CN=C3NC4=C(C=C(C=C4)Br)F)OC. Drug 2: C1=CC(=CC=C1CC(C(=O)O)N)N(CCCl)CCCl.Cl. Cell line: NCIH23. Synergy scores: CSS=15.1, Synergy_ZIP=-3.49, Synergy_Bliss=2.65, Synergy_Loewe=0.721, Synergy_HSA=1.95. (2) Synergy scores: CSS=-3.47, Synergy_ZIP=0.222, Synergy_Bliss=-2.62, Synergy_Loewe=-6.12, Synergy_HSA=-7.42. Drug 1: CC12CCC3C(C1CCC2O)C(CC4=C3C=CC(=C4)O)CCCCCCCCCS(=O)CCCC(C(F)(F)F)(F)F. Drug 2: C(CN)CNCCSP(=O)(O)O. Cell line: MDA-MB-435. (3) Drug 1: CN(C)C1=NC(=NC(=N1)N(C)C)N(C)C. Drug 2: C1C(C(OC1N2C=NC(=NC2=O)N)CO)O. Cell line: NCIH23. Synergy scores: CSS=1.56, Synergy_ZIP=-1.35, Synergy_Bliss=-1.13, Synergy_Loewe=-7.36, Synergy_HSA=-3.09.